Dataset: Full USPTO retrosynthesis dataset with 1.9M reactions from patents (1976-2016). Task: Predict the reactants needed to synthesize the given product. Given the product [Cl:15][C:6]1[CH:5]=[C:4]([C:1](=[O:3])/[CH:2]=[CH:23]/[C:18]2[C:17]([F:16])=[CH:22][CH:21]=[CH:20][N:19]=2)[C:9]([OH:10])=[CH:8][C:7]=1[NH:11][C:12](=[O:14])[CH3:13], predict the reactants needed to synthesize it. The reactants are: [C:1]([C:4]1[C:9]([OH:10])=[CH:8][C:7]([NH:11][C:12](=[O:14])[CH3:13])=[C:6]([Cl:15])[CH:5]=1)(=[O:3])[CH3:2].[F:16][C:17]1[C:18]([CH:23]=O)=[N:19][CH:20]=[CH:21][CH:22]=1.[OH-].[Na+].Cl.